From a dataset of Catalyst prediction with 721,799 reactions and 888 catalyst types from USPTO. Predict which catalyst facilitates the given reaction. (1) Reactant: [CH2:1]([CH:8]1[CH2:13][CH2:12][N:11]([CH2:14][CH2:15][NH2:16])[CH2:10][CH2:9]1)[C:2]1[CH:7]=[CH:6][CH:5]=[CH:4][CH:3]=1.[CH3:17][NH:18][C:19]1[C:28]2[C:23](=[CH:24][CH:25]=[CH:26][CH:27]=2)[N:22]=[C:21]([CH3:29])[CH:20]=1.[CH3:30][Si]([N-][Si](C)(C)C)(C)C.[Na+].[OH2:40]. Product: [CH2:1]([CH:8]1[CH2:9][CH2:10][N:11]([CH2:14][CH2:15][NH:16][C:17](=[O:40])[N:18]([CH3:30])[C:19]2[C:28]3[C:23](=[CH:24][CH:25]=[CH:26][CH:27]=3)[N:22]=[C:21]([CH3:29])[CH:20]=2)[CH2:12][CH2:13]1)[C:2]1[CH:7]=[CH:6][CH:5]=[CH:4][CH:3]=1. The catalyst class is: 16. (2) Reactant: Br[CH:2]1[CH2:8][CH2:7][CH2:6][C:5]2[CH:9]=[C:10]([N:13]3[CH2:17][C@H:16]([CH2:18][NH:19][C:20](=[O:22])[CH3:21])[O:15][C:14]3=[O:23])[CH:11]=[CH:12][C:4]=2[C:3]1=O.[C:25]([NH2:33])(=[S:32])[C:26]1[CH:31]=[CH:30][N:29]=[CH:28][CH:27]=1. Product: [O:23]=[C:14]1[N:13]([C:10]2[CH:11]=[CH:12][C:4]3[C:3]4[N:33]=[C:25]([C:26]5[CH:31]=[CH:30][N:29]=[CH:28][CH:27]=5)[S:32][C:2]=4[CH2:8][CH2:7][CH2:6][C:5]=3[CH:9]=2)[CH2:17][C@H:16]([CH2:18][NH:19][C:20](=[O:22])[CH3:21])[O:15]1. The catalyst class is: 8. (3) Reactant: C(OC(=O)[NH:7][CH2:8][C:9]1[CH:14]=[CH:13][C:12]([C:15]2[N:16]([CH3:20])[CH:17]=[CH:18][N:19]=2)=[CH:11][CH:10]=1)(C)(C)C. Product: [CH3:20][N:16]1[CH:17]=[CH:18][N:19]=[C:15]1[C:12]1[CH:13]=[CH:14][C:9]([CH2:8][NH2:7])=[CH:10][CH:11]=1. The catalyst class is: 557. (4) Reactant: [OH:1][CH:2]([CH2:10][CH2:11][O:12][CH3:13])[C:3]([O:5][C:6]([CH3:9])([CH3:8])[CH3:7])=[O:4].N1C(C)=CC=CC=1C.[F:22][C:23]([F:36])([F:35])[S:24](O[S:24]([C:23]([F:36])([F:35])[F:22])(=[O:26])=[O:25])(=[O:26])=[O:25]. Product: [CH3:13][O:12][CH2:11][CH2:10][CH:2]([O:1][S:24]([C:23]([F:36])([F:35])[F:22])(=[O:26])=[O:25])[C:3]([O:5][C:6]([CH3:7])([CH3:8])[CH3:9])=[O:4]. The catalyst class is: 4. (5) Reactant: [CH:1]1([C:5](Cl)=[O:6])[CH2:4][CH2:3][CH2:2]1.[NH2:8][C:9]1[CH:14]=[C:13]([O:15][C:16]2[CH:21]=[CH:20][C:19]([NH:22][C:23]([NH:25][C:26]3[CH:31]=[CH:30][C:29]([F:32])=[CH:28][CH:27]=3)=[O:24])=[CH:18][CH:17]=2)[CH:12]=[CH:11][N:10]=1.C(N(CC)CC)C. Product: [CH:1]1([C:5]([NH:8][C:9]2[CH:14]=[C:13]([O:15][C:16]3[CH:21]=[CH:20][C:19]([NH:22][C:23]([NH:25][C:26]4[CH:31]=[CH:30][C:29]([F:32])=[CH:28][CH:27]=4)=[O:24])=[CH:18][CH:17]=3)[CH:12]=[CH:11][N:10]=2)=[O:6])[CH2:4][CH2:3][CH2:2]1. The catalyst class is: 7.